Dataset: Reaction yield outcomes from USPTO patents with 853,638 reactions. Task: Predict the reaction yield, written as a fraction of the theoretical maximum amount of product (1.0 means a 100% yield; for example, 0.34 means a 34% yield). (1) The reactants are [F:1][C:2]1[CH:3]=[C:4]2[C:8](=[CH:9][CH:10]=1)[NH:7][CH:6]=[C:5]2[CH:11]([C:13]1[CH:18]=[CH:17][N:16]=[CH:15][CH:14]=1)O.C([SiH](CC)CC)C.FC(F)(F)C(O)=O. The catalyst is C(Cl)Cl. The product is [F:1][C:2]1[CH:3]=[C:4]2[C:8](=[CH:9][CH:10]=1)[NH:7][CH:6]=[C:5]2[CH2:11][C:13]1[CH:18]=[CH:17][N:16]=[CH:15][CH:14]=1. The yield is 0.750. (2) The reactants are [CH:1]([N:4]1[C:8]([C:9]2[S:10][C:11]3[CH2:12][CH2:13][O:14][C:15]4[CH:22]=[CH:21][C:20]([C:23]5[C:24](=[O:33])[N:25]([CH2:29][C:30](O)=[O:31])[CH:26]=[CH:27][CH:28]=5)=[CH:19][C:16]=4[C:17]=3[N:18]=2)=[N:7][CH:6]=[N:5]1)([CH3:3])[CH3:2].C([N:37](C(C)C)CC)(C)C.[Cl-].[NH4+].CN(C(ON1N=NC2C=CC=NC1=2)=[N+](C)C)C.F[P-](F)(F)(F)(F)F. The catalyst is C1COCC1.CCOC(C)=O. The product is [CH:1]([N:4]1[C:8]([C:9]2[S:10][C:11]3[CH2:12][CH2:13][O:14][C:15]4[CH:22]=[CH:21][C:20]([C:23]5[C:24](=[O:33])[N:25]([CH2:29][C:30]([NH2:37])=[O:31])[CH:26]=[CH:27][CH:28]=5)=[CH:19][C:16]=4[C:17]=3[N:18]=2)=[N:7][CH:6]=[N:5]1)([CH3:2])[CH3:3]. The yield is 0.680. (3) The reactants are Br[C:2]1[CH:21]=[CH:20][C:5]([CH2:6][CH:7]2[CH2:12][CH2:11]C[N:9]([CH:13]3[CH2:18][CH2:17][CH2:16][CH2:15][CH2:14]3)[C:8]2=[O:19])=[C:4]([Cl:22])[CH:3]=1.[NH2:23][C:24]1[CH:29]=[CH:28][CH:27]=[CH:26][CH:25]=1. No catalyst specified. The product is [Cl:22][C:4]1[CH:3]=[C:2]([NH:23][C:24]2[CH:29]=[CH:28][CH:27]=[CH:26][CH:25]=2)[CH:21]=[CH:20][C:5]=1[CH2:6][CH:7]1[CH2:12][CH2:11][N:9]([CH:13]2[CH2:14][CH2:15][CH2:16][CH2:17][CH2:18]2)[C:8]1=[O:19]. The yield is 0.610. (4) The reactants are Cl[C:2]1[CH:11]=[CH:10][C:9]2[C:4](=[CH:5][CH:6]=[CH:7][CH:8]=2)[N:3]=1.[CH3:12][NH:13][CH2:14][CH2:15][CH2:16][NH2:17]. No catalyst specified. The product is [CH3:12][NH:13][CH2:14][CH2:15][CH2:16][NH:17][C:2]1[CH:11]=[CH:10][C:9]2[C:4](=[CH:5][CH:6]=[CH:7][CH:8]=2)[N:3]=1. The yield is 0.610.